This data is from Forward reaction prediction with 1.9M reactions from USPTO patents (1976-2016). The task is: Predict the product of the given reaction. Given the reactants Br[C:2]1[C:10]2[C:5](=[C:6]([O:18][C:19]3[CH:24]=[CH:23][C:22]([S:25]([CH3:28])(=[O:27])=[O:26])=[CH:21][CH:20]=3)[CH:7]=[C:8]([C:11]3[C:16]([Cl:17])=[CH:15][CH:14]=[CH:13][N:12]=3)[CH:9]=2)[N:4]([CH3:29])[N:3]=1.[NH2:30][C:31]1[CH:36]=[N:35][CH:34]=[CH:33][N:32]=1.C1(P(C2C=CC=CC=2)C2C3OC4C(=CC=CC=4P(C4C=CC=CC=4)C4C=CC=CC=4)C(C)(C)C=3C=CC=2)C=CC=CC=1.C(=O)([O-])[O-].[Cs+].[Cs+], predict the reaction product. The product is: [Cl:17][C:16]1[C:11]([C:8]2[CH:9]=[C:10]3[C:5](=[C:6]([O:18][C:19]4[CH:24]=[CH:23][C:22]([S:25]([CH3:28])(=[O:27])=[O:26])=[CH:21][CH:20]=4)[CH:7]=2)[N:4]([CH3:29])[N:3]=[C:2]3[NH:30][C:31]2[CH:36]=[N:35][CH:34]=[CH:33][N:32]=2)=[N:12][CH:13]=[CH:14][CH:15]=1.